Task: Predict the reaction yield, written as a fraction of the theoretical maximum amount of product (1.0 means a 100% yield; for example, 0.34 means a 34% yield).. Dataset: Reaction yield outcomes from USPTO patents with 853,638 reactions (1) The reactants are [OH:1][CH:2]1[CH2:7][CH2:6][CH:5]([C:8]([O:10][CH2:11][CH3:12])=[O:9])[CH2:4][CH2:3]1.N1C=CN=C1.[C:18]([Si:22](Cl)([C:29]1[CH:34]=[CH:33][CH:32]=[CH:31][CH:30]=1)[C:23]1[CH:28]=[CH:27][CH:26]=[CH:25][CH:24]=1)([CH3:21])([CH3:20])[CH3:19].O. The catalyst is ClCCl. The product is [CH2:11]([O:10][C:8]([CH:5]1[CH2:4][CH2:3][CH:2]([O:1][Si:22]([C:18]([CH3:21])([CH3:20])[CH3:19])([C:29]2[CH:30]=[CH:31][CH:32]=[CH:33][CH:34]=2)[C:23]2[CH:28]=[CH:27][CH:26]=[CH:25][CH:24]=2)[CH2:7][CH2:6]1)=[O:9])[CH3:12]. The yield is 0.890. (2) The reactants are N(C(OCC)=O)=NC(OCC)=O.[CH2:13]([O:20][C:21]1[C:30]2[C:25](=[CH:26][CH:27]=[C:28]([O:31][CH3:32])[N:29]=2)[N:24]=[CH:23][C:22]=1[OH:33])[C:14]1[CH:19]=[CH:18][CH:17]=[CH:16][CH:15]=1.[C:34]([O:38][C:39](=[O:50])[NH:40][CH:41]1[CH2:46][CH2:45][N:44]([CH2:47][CH2:48]O)[CH2:43][CH2:42]1)([CH3:37])([CH3:36])[CH3:35].C1(P(C2C=CC=CC=2)C2C=CC=CC=2)C=CC=CC=1. The catalyst is O1CCCC1.CO.C(OCC)(=O)C. The product is [C:34]([O:38][C:39](=[O:50])[NH:40][CH:41]1[CH2:46][CH2:45][N:44]([CH2:47][CH2:48][O:33][C:22]2[CH:23]=[N:24][C:25]3[C:30]([C:21]=2[O:20][CH2:13][C:14]2[CH:19]=[CH:18][CH:17]=[CH:16][CH:15]=2)=[N:29][C:28]([O:31][CH3:32])=[CH:27][CH:26]=3)[CH2:43][CH2:42]1)([CH3:37])([CH3:36])[CH3:35]. The yield is 0.880. (3) The reactants are [C:1]([NH:6][CH2:7][CH2:8][CH2:9][CH2:10][CH2:11][C:12]([OH:14])=O)(=[O:5])[C:2]([CH3:4])=[CH2:3].Br.[C:16]([O:20][C:21]([CH2:23][N:24]1[CH2:35][CH2:34][NH:33][CH2:32][CH2:31][N:30]([CH2:36][C:37]([O:39][C:40]([CH3:43])([CH3:42])[CH3:41])=[O:38])[CH2:29][CH2:28][N:27]([CH2:44][C:45]([O:47][C:48]([CH3:51])([CH3:50])[CH3:49])=[O:46])[CH2:26][CH2:25]1)=[O:22])([CH3:19])([CH3:18])[CH3:17].Cl.C(N=C=NCCCN(C)C)C. The catalyst is ClCCl. The product is [C:16]([O:20][C:21](=[O:22])[CH2:23][N:24]1[CH2:35][CH2:34][N:33]([C:12](=[O:14])[CH2:11][CH2:10][CH2:9][CH2:8][CH2:7][NH:6][C:1](=[O:5])[C:2]([CH3:4])=[CH2:3])[CH2:32][CH2:31][N:30]([CH2:36][C:37]([O:39][C:40]([CH3:41])([CH3:42])[CH3:43])=[O:38])[CH2:29][CH2:28][N:27]([CH2:44][C:45]([O:47][C:48]([CH3:51])([CH3:50])[CH3:49])=[O:46])[CH2:26][CH2:25]1)([CH3:17])([CH3:18])[CH3:19]. The yield is 0.680. (4) The reactants are [NH2:1][C:2]1[C:16]([C:17]([OH:19])=[O:18])=[C:5]2[N:6]=[C:7]([O:10][CH2:11][CH2:12][N:13]([CH3:15])[CH3:14])[CH:8]=[CH:9][N:4]2[N:3]=1.CCN(CC)CC.CN(C(O[N:35]1[N:43]=[N:42][C:37]2[CH:38]=[CH:39][CH:40]=[CH:41][C:36]1=2)=[N+](C)C)C.[B-](F)(F)(F)F. The catalyst is CN1C(=O)CCC1. The product is [NH2:1][C:2]1[C:16]([C:17]([O:19][N:35]2[CH:36]3[CH:41]=[CH:40][CH:39]=[CH:38][CH:37]3[N:42]=[N:43]2)=[O:18])=[C:5]2[N:6]=[C:7]([O:10][CH2:11][CH2:12][N:13]([CH3:15])[CH3:14])[CH:8]=[CH:9][N:4]2[N:3]=1. The yield is 0.800. (5) The reactants are [CH3:1][C:2]1[CH:10]=[CH:9][C:8]([N:11]([CH3:20])[S:12]([C:15]2[S:16][CH:17]=[CH:18][CH:19]=2)(=[O:14])=[O:13])=[C:7]2[C:3]=1[CH:4]=[C:5]([C:21]([NH2:23])=O)[NH:6]2.COC1C=CC(P2(SP(C3C=CC(OC)=CC=3)(=S)S2)=[S:33])=CC=1. The catalyst is O1CCCC1. The product is [CH3:1][C:2]1[CH:10]=[CH:9][C:8]([N:11]([CH3:20])[S:12]([C:15]2[S:16][CH:17]=[CH:18][CH:19]=2)(=[O:14])=[O:13])=[C:7]2[C:3]=1[CH:4]=[C:5]([C:21](=[S:33])[NH2:23])[NH:6]2. The yield is 0.840. (6) The yield is 0.830. The reactants are C(OC([NH:6][C:7]([NH2:9])=S)=O)C.[CH3:10][O:11][C:12]1[CH:13]=[CH:14][C:15]([NH2:18])=[N:16][CH:17]=1.Cl.NO.CCN(C(C)C)C(C)C. The catalyst is C(O)C.CO. The product is [CH3:10][O:11][C:12]1[CH:13]=[CH:14][C:15]2[N:16]([N:6]=[C:7]([NH2:9])[N:18]=2)[CH:17]=1. (7) The reactants are C(O[C:4]([N:6]=[C:7]=[S:8])=[O:5])C.C(OC([N:16]1[CH2:21][CH2:20][CH:19]([CH2:22][NH:23][C:24]2[CH:28]=[CH:27][NH:26][C:25]=2C(OCC)=O)[CH2:18][CH2:17]1)=O)(C)(C)C.[Na].Cl. The product is [NH:16]1[CH2:17][CH2:18][CH:19]([CH2:22][N:23]2[C:24]3[CH:28]=[CH:27][NH:26][C:25]=3[C:4](=[O:5])[NH:6][C:7]2=[S:8])[CH2:20][CH2:21]1. The catalyst is C(Cl)Cl. The yield is 0.140.